This data is from Drug-target binding data from BindingDB using IC50 measurements. The task is: Regression. Given a target protein amino acid sequence and a drug SMILES string, predict the binding affinity score between them. We predict pIC50 (pIC50 = -log10(IC50 in M); higher means more potent). Dataset: bindingdb_ic50. The compound is CC(C)CN(CCc1ccc(Cl)cc1)C1CCN(c2nc(N)n[nH]2)CC1. The target protein (Q91XA9) has sequence MAKLLLVTGLALLLNAQLGSAYNLICYFTNWAQYRPGLGSFKPDDINPCLCTHLIYAFAGMQNNEITTIEWNDVTLYKAFNDLKNRNSKLKTLLAIGGWNFGTAPFTTMVSTSQNRQTFITSVIKFLRQYGFDGLDLDWEYPGSRGSPPQDKHLFTVLVKEMREAFEQEAIESNRPRLMVTAAVAGGISNIQAGYEIPELSKYLDFIHVMTYDLHGSWEGYTGENSPLYKYPTETGSNAYLNVDYVMNYWKNNGAPAEKLIVGFPEYGHTFILRNPSDNGIGAPTSGDGPAGPYTRQAGFWAYYEICTFLRSGATEVWDASQEVPYAYKANEWLGYDNIKSFSVKAQWLKQNNFGGAMIWAIDLDDFTGSFCDQGKFPLTSTLNKALGISTEGCTAPDVPSEPVTTPPGSGSGGGSSGGSSGGSGFCADKADGLYPVADDRNAFWQCINGITYQQHCQAGLVFDTSCNCCNWP. The pIC50 is 7.7.